This data is from Full USPTO retrosynthesis dataset with 1.9M reactions from patents (1976-2016). The task is: Predict the reactants needed to synthesize the given product. (1) Given the product [Cl:25][C:8]1[C:7]([CH3:26])=[C:6]([C:27](=[O:29])[CH3:28])[C:5]([O:4][CH2:3][CH2:2][N:31]([CH3:32])[CH3:30])=[C:10]([O:11][CH2:12][CH2:13][CH:14]([C:16]2[CH:21]=[CH:20][C:19]([F:22])=[CH:18][CH:17]=2)[CH3:15])[C:9]=1[O:23][CH3:24], predict the reactants needed to synthesize it. The reactants are: Br[CH2:2][CH2:3][O:4][C:5]1[C:10]([O:11][CH2:12][CH2:13][CH:14]([C:16]2[CH:21]=[CH:20][C:19]([F:22])=[CH:18][CH:17]=2)[CH3:15])=[C:9]([O:23][CH3:24])[C:8]([Cl:25])=[C:7]([CH3:26])[C:6]=1[C:27](=[O:29])[CH3:28].[CH3:30][NH:31][CH3:32].C1COCC1. (2) Given the product [OH:19][C:2]1[CH:11]=[CH:10][CH:9]=[C:8]2[C:3]=1[C:4]([C:13]([F:16])([F:15])[F:14])=[CH:5][C:6](=[O:12])[NH:7]2, predict the reactants needed to synthesize it. The reactants are: N[C:2]1[CH:11]=[CH:10][CH:9]=[C:8]2[C:3]=1[C:4](O)([C:13]([F:16])([F:15])[F:14])[CH2:5][C:6](=[O:12])[NH:7]2.N([O-])=[O:19].[Na+]. (3) Given the product [CH3:12][O:11][C:9]([C@H:6]1[CH2:5][CH2:4][C@H:3]([NH:2][S:24]([C:27]2[CH:28]=[C:29]([CH:39]=[CH:40][CH:41]=2)[C:30]([O:32][CH2:33][CH2:34][Si:35]([CH3:36])([CH3:37])[CH3:38])=[O:31])(=[O:25])=[O:26])[CH2:8][CH2:7]1)=[O:10], predict the reactants needed to synthesize it. The reactants are: Cl.[NH2:2][C@H:3]1[CH2:8][CH2:7][C@H:6]([C:9]([O:11][CH3:12])=[O:10])[CH2:5][CH2:4]1.C(N(CC)CC)C.ClCCl.Cl[S:24]([C:27]1[CH:28]=[C:29]([CH:39]=[CH:40][CH:41]=1)[C:30]([O:32][CH2:33][CH2:34][Si:35]([CH3:38])([CH3:37])[CH3:36])=[O:31])(=[O:26])=[O:25]. (4) Given the product [C:60]1([P:53](=[O:1])([C:47]2[CH:48]=[CH:49][CH:50]=[CH:51][CH:52]=2)[C:54]2[CH:59]=[CH:58][CH:57]=[CH:56][CH:55]=2)[CH:61]=[CH:62][CH:63]=[CH:64][CH:65]=1, predict the reactants needed to synthesize it. The reactants are: [OH:1]C1C=CC(CC(CC)C(OC)=O)=CC=1.CS(C1C=CC(CCO)=CC=1)(=O)=O.C1CCN(C(N=NC(N2CCCCC2)=O)=O)CC1.[C:47]1([P:53]([C:60]2[CH:65]=[CH:64][CH:63]=[CH:62][CH:61]=2)[C:54]2[CH:59]=[CH:58][CH:57]=[CH:56][CH:55]=2)[CH:52]=[CH:51][CH:50]=[CH:49][CH:48]=1. (5) Given the product [BrH:14].[Br:14][CH2:1][CH:2]([CH2:6][CH2:7][C:8]1[CH:13]=[CH:12][CH:11]=[CH:10][N:9]=1)[C:3]([OH:5])=[O:4], predict the reactants needed to synthesize it. The reactants are: [CH2:1]=[C:2]([CH2:6][CH2:7][C:8]1[CH:13]=[CH:12][CH:11]=[CH:10][N:9]=1)[C:3]([OH:5])=[O:4].[BrH:14].C(O)(=O)C.